From a dataset of Forward reaction prediction with 1.9M reactions from USPTO patents (1976-2016). Predict the product of the given reaction. Given the reactants C([N:8]([CH2:14][CH2:15][CH2:16][O:17][C:18]1[CH:23]=[CH:22][C:21]([CH2:24][C:25]2[C:26]([O:33][C@@H:34]3[O:60][C@H:59]([CH2:61][O:62][C:63](=[O:68])[C:64]([CH3:67])([CH3:66])[CH3:65])[C@@H:51]([O:52][C:53](=[O:58])[C:54]([CH3:57])([CH3:56])[CH3:55])[C@H:43]([O:44][C:45](=[O:50])[C:46]([CH3:49])([CH3:48])[CH3:47])[C@H:35]3[O:36][C:37](=[O:42])[C:38]([CH3:41])([CH3:40])[CH3:39])=[N:27][NH:28][C:29]=2[CH:30]([CH3:32])[CH3:31])=[C:20]([CH3:69])[CH:19]=1)[CH2:9][CH2:10][C:11](=[O:13])[NH2:12])C1C=CC=CC=1, predict the reaction product. The product is: [C:11]([CH2:10][CH2:9][NH:8][CH2:14][CH2:15][CH2:16][O:17][C:18]1[CH:23]=[CH:22][C:21]([CH2:24][C:25]2[C:26]([O:33][C@@H:34]3[O:60][C@H:59]([CH2:61][O:62][C:63](=[O:68])[C:64]([CH3:67])([CH3:66])[CH3:65])[C@@H:51]([O:52][C:53](=[O:58])[C:54]([CH3:56])([CH3:55])[CH3:57])[C@H:43]([O:44][C:45](=[O:50])[C:46]([CH3:47])([CH3:48])[CH3:49])[C@H:35]3[O:36][C:37](=[O:42])[C:38]([CH3:39])([CH3:40])[CH3:41])=[N:27][NH:28][C:29]=2[CH:30]([CH3:31])[CH3:32])=[C:20]([CH3:69])[CH:19]=1)(=[O:13])[NH2:12].